Dataset: Merck oncology drug combination screen with 23,052 pairs across 39 cell lines. Task: Regression. Given two drug SMILES strings and cell line genomic features, predict the synergy score measuring deviation from expected non-interaction effect. (1) Drug 1: CN(C)C(=N)N=C(N)N. Drug 2: C#Cc1cccc(Nc2ncnc3cc(OCCOC)c(OCCOC)cc23)c1. Cell line: NCIH23. Synergy scores: synergy=-10.7. (2) Drug 1: COc1cccc2c1C(=O)c1c(O)c3c(c(O)c1C2=O)CC(O)(C(=O)CO)CC3OC1CC(N)C(O)C(C)O1. Drug 2: NC1(c2ccc(-c3nc4ccn5c(=O)[nH]nc5c4cc3-c3ccccc3)cc2)CCC1. Cell line: EFM192B. Synergy scores: synergy=-4.99. (3) Drug 1: COC12C(COC(N)=O)C3=C(C(=O)C(C)=C(N)C3=O)N1CC1NC12. Drug 2: CC(C)CC(NC(=O)C(Cc1ccccc1)NC(=O)c1cnccn1)B(O)O. Cell line: LNCAP. Synergy scores: synergy=-14.3. (4) Drug 1: COC1CC2CCC(C)C(O)(O2)C(=O)C(=O)N2CCCCC2C(=O)OC(C(C)CC2CCC(OP(C)(C)=O)C(OC)C2)CC(=O)C(C)C=C(C)C(O)C(OC)C(=O)C(C)CC(C)C=CC=CC=C1C. Drug 2: NC1CCCCC1N.O=C(O)C(=O)O.[Pt+2]. Cell line: SW620. Synergy scores: synergy=3.91. (5) Drug 1: CCN(CC)CCNC(=O)c1c(C)[nH]c(C=C2C(=O)Nc3ccc(F)cc32)c1C. Drug 2: Cn1c(=O)n(-c2ccc(C(C)(C)C#N)cc2)c2c3cc(-c4cnc5ccccc5c4)ccc3ncc21. Cell line: A375. Synergy scores: synergy=16.5.